The task is: Regression. Given a peptide amino acid sequence and an MHC pseudo amino acid sequence, predict their binding affinity value. This is MHC class I binding data.. This data is from Peptide-MHC class I binding affinity with 185,985 pairs from IEDB/IMGT. The peptide sequence is LGNLFLHRF. The MHC is H-2-Db with pseudo-sequence H-2-Db. The binding affinity (normalized) is 0.